Predict the reactants needed to synthesize the given product. From a dataset of Full USPTO retrosynthesis dataset with 1.9M reactions from patents (1976-2016). (1) Given the product [CH2:29]([O:38][CH2:3][CH2:2][CH2:9][CH2:8][O:1][C:2]1[CH:3]=[C:4]([CH:7]=[CH:8][C:9]=1[OH:10])[CH:5]=[O:6])[C:30]1[CH:31]=[CH:32][CH:33]=[CH:34][CH:35]=1, predict the reactants needed to synthesize it. The reactants are: [OH:1][C:2]1[CH:3]=[C:4]([CH:7]=[CH:8][C:9]=1[OH:10])[CH:5]=[O:6].[H-].[Na+].[CH2:29](C(Br)CCCOCCCC(Br)[CH2:29][C:30]1[CH:35]=[CH:34][CH:33]=[CH:32][CH:31]=1)[C:30]1[CH:35]=[CH:34][CH:33]=[CH:32][CH:31]=1.[OH2:38]. (2) Given the product [CH3:43][C@@:5]1([C:3]([OH:2])=[O:4])[CH2:9][C@@H:8]([O:10][C:11]2[C:20]3[C:15](=[CH:16][C:17]([O:21][CH3:22])=[CH:18][CH:19]=3)[N:14]=[C:13]([N:23]3[CH:27]=[CH:26][CH:25]=[N:24]3)[CH:12]=2)[CH2:7][N:6]1[C:28](=[O:42])[C@@H:29]([NH:34][C:35]([NH:37][C:38]([CH3:40])([CH3:41])[CH3:39])=[O:36])[C:30]([CH3:32])([CH3:31])[CH3:33], predict the reactants needed to synthesize it. The reactants are: C[O:2][C:3]([C@@H:5]1[CH2:9][C@@H:8]([O:10][C:11]2[C:20]3[C:15](=[CH:16][C:17]([O:21][CH3:22])=[CH:18][CH:19]=3)[N:14]=[C:13]([N:23]3[CH:27]=[CH:26][CH:25]=[N:24]3)[CH:12]=2)[CH2:7][N:6]1[C:28](=[O:42])[C@@H:29]([NH:34][C:35]([NH:37][C:38]([CH3:41])([CH3:40])[CH3:39])=[O:36])[C:30]([CH3:33])([CH3:32])[CH3:31])=[O:4].[CH3:43]O.[OH-].[Na+]. (3) The reactants are: [Cl:1][C:2]1[CH:7]=[CH:6][C:5]([C:8]2[N:9]=[C:10](O)[C:11]3[CH2:16][CH2:15][CH2:14][C:12]=3[N:13]=2)=[CH:4][CH:3]=1.P(Cl)(Cl)([Cl:20])=O. Given the product [Cl:1][C:2]1[CH:7]=[CH:6][C:5]([C:8]2[N:9]=[C:10]([Cl:20])[C:11]3[CH2:16][CH2:15][CH2:14][C:12]=3[N:13]=2)=[CH:4][CH:3]=1, predict the reactants needed to synthesize it. (4) Given the product [F:23][C:22]([F:25])([F:24])[S:19]([O:1][C:2]1[CH:11]=[CH:10][CH:9]=[C:8]2[C:3]=1[CH:4]=[CH:5][N:6]=[CH:7]2)(=[O:21])=[O:20], predict the reactants needed to synthesize it. The reactants are: [OH:1][C:2]1[CH:11]=[CH:10][CH:9]=[C:8]2[C:3]=1[CH:4]=[CH:5][N:6]=[CH:7]2.C(N(CC)CC)C.[S:19](O[S:19]([C:22]([F:25])([F:24])[F:23])(=[O:21])=[O:20])([C:22]([F:25])([F:24])[F:23])(=[O:21])=[O:20].